From a dataset of Catalyst prediction with 721,799 reactions and 888 catalyst types from USPTO. Predict which catalyst facilitates the given reaction. (1) Reactant: Cl[C:2]1[C:11]2[C:6](=[CH:7][C:8]([F:13])=[CH:9][C:10]=2[F:12])[N:5]=[C:4]([N:14]2[CH2:19][CH2:18][CH2:17][CH2:16][CH2:15]2)[C:3]=1[CH3:20].[O:21]1[CH2:26][CH2:25][N:24]([C:27]2[CH:33]=[CH:32][C:31]([N:34]3[CH2:39][CH2:38][O:37][CH2:36][CH2:35]3)=[CH:30][C:28]=2[NH2:29])[CH2:23][CH2:22]1. Product: [N:24]1([C:27]2[CH:33]=[CH:32][C:31]([N:34]3[CH2:35][CH2:36][O:37][CH2:38][CH2:39]3)=[CH:30][C:28]=2[NH:29][C:2]2[C:11]3[C:6](=[CH:7][C:8]([F:13])=[CH:9][C:10]=3[F:12])[N:5]=[C:4]([N:14]3[CH2:19][CH2:18][CH2:17][CH2:16][CH2:15]3)[C:3]=2[CH3:20])[CH2:25][CH2:26][O:21][CH2:22][CH2:23]1. The catalyst class is: 11. (2) Reactant: C[Si](C)(C)[O:3][C:4]1[N:13]=[C:12]([O:14][Si](C)(C)C)[C:11]2[CH2:10][CH2:9][CH2:8][CH2:7][C:6]=2[N:5]=1.Br[CH2:22][C:23]1[CH:24]=[CH:25][C:26]([F:33])=[C:27]([CH:32]=1)[C:28]([O:30][CH3:31])=[O:29].O1CCOCC1.CO. Product: [F:33][C:26]1[CH:25]=[CH:24][C:23]([CH2:22][N:5]2[C:6]3[CH2:7][CH2:8][CH2:9][CH2:10][C:11]=3[C:12](=[O:14])[NH:13][C:4]2=[O:3])=[CH:32][C:27]=1[C:28]([O:30][CH3:31])=[O:29]. The catalyst class is: 3. (3) Reactant: [CH2:1]([N:3]([CH2:30][CH3:31])[CH2:4][CH2:5][N:6]1[CH2:12][CH2:11][CH2:10][CH:9]2[NH:13][C:14](/[CH:17]=[C:18]3\[C:19](=[O:28])[NH:20][C:21]4[C:26]\3=[CH:25][C:24]([F:27])=[CH:23][CH:22]=4)=[C:15]([CH3:16])[CH:8]2[C:7]1=[O:29])[CH3:2].[OH:32][CH:33]([CH2:37][C:38]([OH:40])=[O:39])[C:34]([OH:36])=[O:35]. Product: [C:34]([OH:36])(=[O:35])[CH:33]([CH2:37][C:38]([OH:40])=[O:39])[OH:32].[CH2:30]([N:3]([CH2:1][CH3:2])[CH2:4][CH2:5][N:6]1[CH2:12][CH2:11][CH2:10][CH:9]2[N:13]([CH3:33])[C:14](/[CH:17]=[C:18]3\[C:19](=[O:28])[NH:20][C:21]4[C:26]\3=[CH:25][C:24]([F:27])=[CH:23][CH:22]=4)=[CH:15][CH:8]2[C:7]1=[O:29])[CH3:31].[C:34]([OH:36])(=[O:35])[CH:33]([CH2:37][C:38]([OH:40])=[O:39])[OH:32].[CH2:30]([N:3]([CH2:1][CH3:2])[CH2:4][CH2:5][N:6]1[CH2:12][CH2:11][CH2:10][CH:9]2[NH:13][C:14](/[CH:17]=[C:18]3\[C:19](=[O:28])[NH:20][C:21]4[C:26]\3=[CH:25][C:24]([F:27])=[CH:23][CH:22]=4)=[C:15]([CH3:16])[CH:8]2[C:7]1=[O:29])[CH3:31]. The catalyst class is: 5.